From a dataset of Reaction yield outcomes from USPTO patents with 853,638 reactions. Predict the reaction yield, written as a fraction of the theoretical maximum amount of product (1.0 means a 100% yield; for example, 0.34 means a 34% yield). The reactants are [CH3:1][N:2]([CH3:6])[CH2:3][CH2:4][NH2:5].CCN(CC)CC.[C:14]([C:16]1[CH:17]=[CH:18][C:19]([O:26][C:27]2[CH:32]=[C:31]([Cl:33])[CH:30]=[C:29]([Cl:34])[CH:28]=2)=[C:20]([S:22](Cl)(=[O:24])=[O:23])[CH:21]=1)#[N:15]. The catalyst is C(Cl)Cl. The product is [C:14]([C:16]1[CH:17]=[CH:18][C:19]([O:26][C:27]2[CH:32]=[C:31]([Cl:33])[CH:30]=[C:29]([Cl:34])[CH:28]=2)=[C:20]([S:22]([NH:5][CH2:4][CH2:3][N:2]([CH3:6])[CH3:1])(=[O:23])=[O:24])[CH:21]=1)#[N:15]. The yield is 0.759.